This data is from hERG potassium channel inhibition data for cardiac toxicity prediction from Karim et al.. The task is: Regression/Classification. Given a drug SMILES string, predict its toxicity properties. Task type varies by dataset: regression for continuous values (e.g., LD50, hERG inhibition percentage) or binary classification for toxic/non-toxic outcomes (e.g., AMES mutagenicity, cardiotoxicity, hepatotoxicity). Dataset: herg_karim. (1) The compound is Cc1cc(C2CC=CCN(C)C2)ccc1Cl. The result is 0 (non-blocker). (2) The drug is Cc1c([C@H]2CN3CCN(C(=O)Cc4ccc(-n5cnnn5)nc4)C[C@@H]3CN2)ccc2c1COC2=O. The result is 0 (non-blocker). (3) The drug is COc1cc(-c2cn([C@H]3C[C@@H](c4ccccc4)CCN(CC(F)(F)F)C3=O)nn2)ccc1-n1cnc(C)c1. The result is 1 (blocker). (4) The drug is Nc1ncc(-c2cnc(N)c(-c3ccc(Cl)cc3)c2)cn1. The result is 0 (non-blocker).